Dataset: M1 muscarinic receptor agonist screen with 61,833 compounds. Task: Binary Classification. Given a drug SMILES string, predict its activity (active/inactive) in a high-throughput screening assay against a specified biological target. (1) The drug is O(CC(O)CNC(C)C)c1ccc(CCOC)cc1. The result is 0 (inactive). (2) The molecule is S(=O)(=O)(N(C)C)c1cc2c(n(cc(c2=O)C(=O)NC(CC)C)CC)cc1. The result is 0 (inactive). (3) The molecule is S(=O)(=O)(c1c2c(n(c1)Cc1cc(F)ccc1)cccc2)CC(=O)N1CCOCC1. The result is 0 (inactive). (4) The compound is s1c2c(CCC2)c(c1NC(=O)CNCc1occc1)C(=O)Nc1c(OC)ccc(OC)c1. The result is 0 (inactive).